Regression. Given two drug SMILES strings and cell line genomic features, predict the synergy score measuring deviation from expected non-interaction effect. From a dataset of NCI-60 drug combinations with 297,098 pairs across 59 cell lines. (1) Synergy scores: CSS=17.7, Synergy_ZIP=-4.30, Synergy_Bliss=3.45, Synergy_Loewe=4.98, Synergy_HSA=4.58. Drug 2: C1CCC(C(C1)N)N.C(=O)(C(=O)[O-])[O-].[Pt+4]. Cell line: SNB-19. Drug 1: CC1=C2C(C(=O)C3(C(CC4C(C3C(C(C2(C)C)(CC1OC(=O)C(C(C5=CC=CC=C5)NC(=O)OC(C)(C)C)O)O)OC(=O)C6=CC=CC=C6)(CO4)OC(=O)C)O)C)O. (2) Drug 1: CC1=CC2C(CCC3(C2CCC3(C(=O)C)OC(=O)C)C)C4(C1=CC(=O)CC4)C. Drug 2: C1CC(C1)(C(=O)O)C(=O)O.[NH2-].[NH2-].[Pt+2]. Cell line: UACC62. Synergy scores: CSS=31.2, Synergy_ZIP=-8.88, Synergy_Bliss=-0.759, Synergy_Loewe=-10.1, Synergy_HSA=-0.882.